Dataset: Catalyst prediction with 721,799 reactions and 888 catalyst types from USPTO. Task: Predict which catalyst facilitates the given reaction. Reactant: [N+:1]([C:4]1[CH:23]=[CH:22][C:7]2[C:8]([C:16]#[C:17][Si](C)(C)C)=[C:9]([C:11]([O:13][CH2:14][CH3:15])=[O:12])[S:10][C:6]=2[CH:5]=1)([O-:3])=[O:2].C(=O)([O-])[O-].[K+].[K+]. Product: [C:16]([C:8]1[C:7]2[CH:22]=[CH:23][C:4]([N+:1]([O-:3])=[O:2])=[CH:5][C:6]=2[S:10][C:9]=1[C:11]([O:13][CH2:14][CH3:15])=[O:12])#[CH:17]. The catalyst class is: 353.